Dataset: Reaction yield outcomes from USPTO patents with 853,638 reactions. Task: Predict the reaction yield, written as a fraction of the theoretical maximum amount of product (1.0 means a 100% yield; for example, 0.34 means a 34% yield). (1) The reactants are [C:1]([O:5][CH3:6])(=[O:4])[CH:2]=[CH2:3].[C:7]([O:11][CH3:12])(=[O:10])[CH2:8][SH:9].N1CCCCC1. No catalyst specified. The product is [CH3:6][O:5][C:1](=[O:4])[CH2:2][CH2:3][S:9][CH2:8][C:7]([O:11][CH3:12])=[O:10]. The yield is 0.990. (2) The reactants are [S-:1][C:2]#[N:3].[K+].[NH2:5][C:6]1[CH:7]=[CH:8][C:9]([O:12][C:13]2[CH:14]=[C:15]([NH:21][C:22](=[O:34])[C:23]3[CH:28]=[CH:27][CH:26]=[C:25]([C:29]([C:32]#[N:33])([CH3:31])[CH3:30])[CH:24]=3)[CH:16]=[CH:17][C:18]=2[C:19]#[N:20])=[N:10][CH:11]=1.BrBr. The catalyst is C(O)(=O)C. The product is [NH2:3][C:2]1[S:1][C:11]2[C:6]([N:5]=1)=[CH:7][CH:8]=[C:9]([O:12][C:13]1[CH:14]=[C:15]([NH:21][C:22](=[O:34])[C:23]3[CH:28]=[CH:27][CH:26]=[C:25]([C:29]([C:32]#[N:33])([CH3:31])[CH3:30])[CH:24]=3)[CH:16]=[CH:17][C:18]=1[C:19]#[N:20])[N:10]=2. The yield is 0.810. (3) The reactants are [CH3:1][S:2][C:3]1[N:4]=[CH:5][C:6]2[CH2:11][N:10](C(OC(C)(C)C)=O)[CH2:9][C:7]=2[N:8]=1.FC(F)(F)C(O)=O. The catalyst is ClCCl. The product is [CH3:1][S:2][C:3]1[N:4]=[CH:5][C:6]2[CH2:11][NH:10][CH2:9][C:7]=2[N:8]=1. The yield is 0.970. (4) The reactants are [CH3:1][C:2]1(C)C(C)(C)OB(C=C)O1.Br[C:13]1[CH:18]=[C:17]([C:19]([F:22])([F:21])[F:20])[CH:16]=[CH:15][C:14]=1[N:23]1[CH2:28][CH2:27][O:26][C:25]2[CH:29]=[C:30]([S:33]([N:36]([CH2:42][C:43]3[CH:48]=[CH:47][C:46]([O:49][CH3:50])=[CH:45][CH:44]=3)[C:37]3[S:38][CH:39]=[CH:40][N:41]=3)(=[O:35])=[O:34])[CH:31]=[CH:32][C:24]1=2.C(=O)([O-])[O-].[Cs+].[Cs+]. The catalyst is O1CCOCC1.O.C(OCC)(=O)C.C1C=CC(P(C2C=CC=CC=2)[C-]2C=CC=C2)=CC=1.C1C=CC(P(C2C=CC=CC=2)[C-]2C=CC=C2)=CC=1.Cl[Pd]Cl.[Fe+2].C(Cl)Cl. The product is [CH3:50][O:49][C:46]1[CH:47]=[CH:48][C:43]([CH2:42][N:36]([C:37]2[S:38][CH:39]=[CH:40][N:41]=2)[S:33]([C:30]2[CH:31]=[CH:32][C:24]3[N:23]([C:14]4[CH:15]=[CH:16][C:17]([C:19]([F:21])([F:22])[F:20])=[CH:18][C:13]=4[CH:1]=[CH2:2])[CH2:28][CH2:27][O:26][C:25]=3[CH:29]=2)(=[O:35])=[O:34])=[CH:44][CH:45]=1. The yield is 0.840. (5) The reactants are BrN1[C:6](=O)[CH2:5][CH2:4][C:3]1=O.[CH2:9](N(S(F)(F)F)[CH2:12][CH3:13])[CH3:10].[C:18](=[O:21])(O)[O-:19].[Na+]. The catalyst is ClCCl. The product is [CH3:3][CH2:4][CH2:5][CH2:6][CH2:9][CH3:10].[C:18]([O:19][CH2:12][CH3:13])(=[O:21])[CH3:3]. The yield is 0.450. (6) The reactants are Cl[CH2:2][C:3]([CH2:5]Cl)=[CH2:4].[O:7]1[C:12]2[CH:13]=[CH:14][CH:15]=[CH:16][C:11]=2[NH:10][C:9](=[O:17])[CH2:8]1.C([O-])([O-])=O.[Cs+].[Cs+].[CH2:24]([CH:28]1[CH2:33][CH2:32][NH:31][CH2:30][CH2:29]1)[CH2:25][CH2:26][CH3:27]. The catalyst is CCOCC.CN(C=O)C. The product is [CH2:24]([CH:28]1[CH2:33][CH2:32][N:31]([CH2:4][C:3](=[CH2:2])[CH2:5][N:10]2[C:11]3[CH:16]=[CH:15][CH:14]=[CH:13][C:12]=3[O:7][CH2:8][C:9]2=[O:17])[CH2:30][CH2:29]1)[CH2:25][CH2:26][CH3:27]. The yield is 0.210. (7) The reactants are [C:1]1([CH:8]=[CH:7][CH:6]=[C:4]([OH:5])[CH:3]=1)[OH:2].Br[C:10]12[CH2:19][CH:14]3[CH2:15][CH:16]([CH2:18][CH:12]([CH2:13]3)[CH2:11]1)[CH2:17]2. The catalyst is C1(C)C=CC=CC=1. The product is [C:10]12([C:6]3[CH:7]=[C:8]([C:10]45[CH2:19][CH:14]6[CH2:15][CH:16]([CH2:18][CH:12]([CH2:13]6)[CH2:11]4)[CH2:17]5)[C:1]([OH:2])=[CH:3][C:4]=3[OH:5])[CH2:19][CH:14]3[CH2:15][CH:16]([CH2:18][CH:12]([CH2:13]3)[CH2:11]1)[CH2:17]2. The yield is 0.668. (8) The reactants are [Br:1]N1C(=O)CCC1=O.[NH2:9][C:10]1[N:14]([CH2:15][C:16]2[CH:21]=[CH:20][CH:19]=[CH:18][CH:17]=2)[CH:13]=[N:12][C:11]=1[C:22]#[N:23]. The catalyst is O1CCCC1. The product is [NH2:9][C:10]1[N:14]([CH2:15][C:16]2[CH:21]=[CH:20][CH:19]=[CH:18][CH:17]=2)[C:13]([Br:1])=[N:12][C:11]=1[C:22]#[N:23]. The yield is 0.530. (9) The reactants are [Br:1][C:2]1[CH:3]=[C:4]([CH:16]=[CH:17][CH:18]=1)[O:5][CH2:6][C:7]1[N:15]=[CH:14][CH:13]=[CH:12][C:8]=1[C:9]([OH:11])=O.[OH-].[Na+]. No catalyst specified. The product is [Br:1][C:2]1[CH:18]=[CH:17][C:16]2[C:9](=[O:11])[C:8]3[C:7]([CH2:6][O:5][C:4]=2[CH:3]=1)=[N:15][CH:14]=[CH:13][CH:12]=3. The yield is 0.270. (10) The reactants are [C:1]([N:4]1[CH2:9][CH2:8][C:7](=O)[CH2:6][CH2:5]1)(=[O:3])[CH3:2].[C:11]([NH:19][NH2:20])(=[O:18])[C:12]1[CH:17]=[CH:16][CH:15]=[CH:14][CH:13]=1.C(OCC)C. The catalyst is C(O)C. The product is [C:1]([N:4]1[CH2:9][CH2:8][C:7](=[N:20][NH:19][C:11](=[O:18])[C:12]2[CH:17]=[CH:16][CH:15]=[CH:14][CH:13]=2)[CH2:6][CH2:5]1)(=[O:3])[CH3:2]. The yield is 0.830.